This data is from Reaction yield outcomes from USPTO patents with 853,638 reactions. The task is: Predict the reaction yield, written as a fraction of the theoretical maximum amount of product (1.0 means a 100% yield; for example, 0.34 means a 34% yield). (1) The reactants are [NH2:1][C:2](=[S:15])[C@@H:3]([NH:7][C:8](=[O:14])[O:9][C:10]([CH3:13])([CH3:12])[CH3:11])[CH2:4][C:5]#[CH:6].[CH3:16]I. The catalyst is C(#N)C. The product is [C:10]([O:9][C:8]([NH:7][C@@H:3]([CH2:4][C:5]#[CH:6])[C:2]([S:15][CH3:16])=[NH:1])=[O:14])([CH3:11])([CH3:12])[CH3:13]. The yield is 0.880. (2) The reactants are Cl[CH2:2][CH2:3][CH2:4][NH:5][C:6]([NH:8][C:9]1[CH:17]=[CH:16][CH:15]=[C:14]2[C:10]=1[CH:11]=[N:12][N:13]2[C:18]1[CH:23]=[CH:22][CH:21]=[CH:20][C:19]=1[F:24])=[O:7].[H-].[Na+]. The catalyst is O1CCCC1. The product is [F:24][C:19]1[CH:20]=[CH:21][CH:22]=[CH:23][C:18]=1[N:13]1[C:14]2[C:10](=[C:9]([N:8]3[CH2:2][CH2:3][CH2:4][NH:5][C:6]3=[O:7])[CH:17]=[CH:16][CH:15]=2)[CH:11]=[N:12]1. The yield is 0.870. (3) The reactants are [CH3:1][O:2][NH:3][C:4]([C:6]1[C:7](=[O:29])[C:8]2[CH:13]=[N:12][C:11](S(C)(=O)=O)=[N:10][C:9]=2[N:18]([C:20]2[CH:21]=[C:22]3[C:26](=[CH:27][CH:28]=2)[CH2:25][CH2:24][CH2:23]3)[CH:19]=1)=[O:5].[NH2:30][C:31]1[CH:32]=[C:33]([CH:42]=[CH:43][CH:44]=1)[C:34]([NH:36][CH2:37][CH2:38][N:39]([CH3:41])[CH3:40])=[O:35]. The catalyst is O1CCOCC1.O.C(OCC)(=O)C.[O-]S(C(F)(F)F)(=O)=O.[Ag+]. The product is [CH3:1][O:2][NH:3][C:4]([C:6]1[C:7](=[O:29])[C:8]2[CH:13]=[N:12][C:11]([NH:30][C:31]3[CH:44]=[CH:43][CH:42]=[C:33]([C:34](=[O:35])[NH:36][CH2:37][CH2:38][N:39]([CH3:40])[CH3:41])[CH:32]=3)=[N:10][C:9]=2[N:18]([C:20]2[CH:21]=[C:22]3[C:26](=[CH:27][CH:28]=2)[CH2:25][CH2:24][CH2:23]3)[CH:19]=1)=[O:5]. The yield is 0.110. (4) The product is [Cl:1][C:2]1[CH:3]=[C:4]([NH:19][S:33]([C:30]2[CH:31]=[CH:32][C:27]([I:26])=[CH:28][CH:29]=2)(=[O:35])=[O:34])[CH:5]=[CH:6][C:7]=1[S:8][C:9]1[CH:18]=[CH:17][C:16]2[C:11](=[CH:12][CH:13]=[CH:14][CH:15]=2)[CH:10]=1. The catalyst is C1COCC1. The yield is 0.530. The reactants are [Cl:1][C:2]1[CH:3]=[C:4]([NH2:19])[CH:5]=[CH:6][C:7]=1[S:8][C:9]1[CH:18]=[CH:17][C:16]2[C:11](=[CH:12][CH:13]=[CH:14][CH:15]=2)[CH:10]=1.N1C=CC=CC=1.[I:26][C:27]1[CH:32]=[CH:31][C:30]([S:33](Cl)(=[O:35])=[O:34])=[CH:29][CH:28]=1. (5) The reactants are [CH2:1]([C@@H:8]1[CH2:12][O:11][C:10](=[O:13])[NH:9]1)[C:2]1[CH:7]=[CH:6][CH:5]=[CH:4][CH:3]=1.[Li]CCCC.[Br:19][C:20]1[CH:25]=[CH:24][C:23]([CH2:26][C:27](Cl)=[O:28])=[CH:22][CH:21]=1. The catalyst is C1COCC1. The product is [CH2:1]([C@@H:8]1[CH2:12][O:11][C:10](=[O:13])[N:9]1[C:27](=[O:28])[CH2:26][C:23]1[CH:24]=[CH:25][C:20]([Br:19])=[CH:21][CH:22]=1)[C:2]1[CH:3]=[CH:4][CH:5]=[CH:6][CH:7]=1. The yield is 0.800.